This data is from Catalyst prediction with 721,799 reactions and 888 catalyst types from USPTO. The task is: Predict which catalyst facilitates the given reaction. (1) Reactant: [CH3:1][N:2]1[C:7](=[O:8])[CH2:6][CH2:5][CH:4]([C:9](=O)[CH2:10][C@H:11]([C:19]2[CH:24]=[CH:23][C:22]([N:25]3[CH2:30][CH2:29][CH:28]([C:31]([O-:33])=[O:32])[CH2:27][CH2:26]3)=[CH:21][CH:20]=2)[C:12]2[CH:17]=[CH:16][CH:15]=[CH:14][C:13]=2[CH3:18])[CH2:3]1.[Na+:35].Cl.[NH2:37][OH:38].C(=O)([O-])O.[Na+]. Product: [OH:38]/[N:37]=[C:9](/[CH:4]1[CH2:5][CH2:6][C:7](=[O:8])[N:2]([CH3:1])[CH2:3]1)\[CH2:10][C@H:11]([C:19]1[CH:20]=[CH:21][C:22]([N:25]2[CH2:30][CH2:29][CH:28]([C:31]([O-:33])=[O:32])[CH2:27][CH2:26]2)=[CH:23][CH:24]=1)[C:12]1[CH:17]=[CH:16][CH:15]=[CH:14][C:13]=1[CH3:18].[Na+:35]. The catalyst class is: 40. (2) Product: [NH2:18][C:11]1[CH:10]=[C:9]([OH:8])[CH:14]=[CH:13][C:12]=1[CH2:15][CH2:16][Cl:17]. The catalyst class is: 354. Reactant: C([O:8][C:9]1[CH:14]=[CH:13][C:12]([CH2:15][CH2:16][Cl:17])=[C:11]([N+:18]([O-])=O)[CH:10]=1)C1C=CC=CC=1. (3) Reactant: [C:1]([O:5][C:6](=[O:26])[NH:7][C:8]([CH2:24][OH:25])([CH2:22][OH:23])[CH2:9][CH2:10][C:11]1[CH:16]=[CH:15][C:14]([OH:17])=[C:13]([C:18]([F:21])([F:20])[F:19])[CH:12]=1)([CH3:4])([CH3:3])[CH3:2].C(=O)([O-])[O-].[K+].[K+].Br[CH2:34][CH2:35][CH2:36][CH2:37][CH2:38][CH2:39][CH2:40][CH3:41].O. Product: [C:1]([O:5][C:6](=[O:26])[NH:7][C:8]([CH2:22][OH:23])([CH2:24][OH:25])[CH2:9][CH2:10][C:11]1[CH:16]=[CH:15][C:14]([O:17][CH2:34][CH2:35][CH2:36][CH2:37][CH2:38][CH2:39][CH2:40][CH3:41])=[C:13]([C:18]([F:20])([F:19])[F:21])[CH:12]=1)([CH3:4])([CH3:2])[CH3:3]. The catalyst class is: 9. (4) Reactant: [CH3:1][C:2]1[N:3]=[CH:4][C:5]([C:8]([O:10]C)=O)=[N:6][CH:7]=1.[C:12](#[N:15])[CH2:13]C. Product: [CH3:1][C:2]1[N:3]=[CH:4][C:5]([C:8](=[O:10])[CH2:13][C:12]#[N:15])=[N:6][CH:7]=1. The catalyst class is: 10. (5) Reactant: C(NC(C)C)(C)C.C([Li])CCC.[CH3:13][O:14][C:15](=[O:30])[CH2:16][CH:17]1[CH2:22][CH2:21][N:20]([C:23]([O:25][C:26]([CH3:29])([CH3:28])[CH3:27])=[O:24])[CH2:19][CH2:18]1.[H-].[Na+].[CH:33]([C:35]1[C:36]([NH:41][C:42](=[O:47])[C:43]([CH3:46])([CH3:45])[CH3:44])=[N:37][CH:38]=[CH:39][CH:40]=1)=[O:34]. Product: [OH:34][CH:33]([C:35]1[C:36]([NH:41][C:42](=[O:47])[C:43]([CH3:45])([CH3:44])[CH3:46])=[N:37][CH:38]=[CH:39][CH:40]=1)[CH:16]([CH:17]1[CH2:18][CH2:19][N:20]([C:23]([O:25][C:26]([CH3:27])([CH3:29])[CH3:28])=[O:24])[CH2:21][CH2:22]1)[C:15]([O:14][CH3:13])=[O:30]. The catalyst class is: 7. (6) Reactant: [F:1][C:2]1[C:10]([F:11])=[CH:9][C:8]([NH:12][CH3:13])=[C:7]2[C:3]=1[C:4]1[C:17](S(C)(=O)=O)=[N:16][C:15](S(C)(=O)=O)=[N:14][C:5]=1[NH:6]2.[OH:26][CH:27]([C:29]1[N:34]=[CH:33][C:32]([OH:35])=[CH:31][N:30]=1)[CH3:28].C(=O)([O-])[O-].[K+].[K+].Cl.Cl.[CH2:44]1[C:47]2([CH2:51][CH2:50][CH2:49][CH:48]2[NH2:52])[CH2:46][NH:45]1. Product: [NH2:52][CH:48]1[CH2:49][CH2:50][CH2:51][C:47]21[CH2:46][N:45]([C:17]1[C:4]3[C:3]4[C:7](=[C:8]([NH:12][CH3:13])[CH:9]=[C:10]([F:11])[C:2]=4[F:1])[NH:6][C:5]=3[N:14]=[C:15]([O:35][C:32]3[CH:31]=[N:30][C:29]([CH:27]([OH:26])[CH3:28])=[N:34][CH:33]=3)[N:16]=1)[CH2:44]2. The catalyst class is: 37. (7) Reactant: [Cl:1][C:2]1[CH:7]=[C:6]([Cl:8])[CH:5]=[C:4]([CH3:9])[C:3]=1[NH:10][C:11]1[N:15]([CH2:16][CH2:17]O)[C:14]2[C:19]([C:23]([O:25][CH3:26])=[O:24])=[CH:20][CH:21]=[CH:22][C:13]=2[N:12]=1.C(N(CC)CC)C.CS(Cl)(=O)=O. The catalyst class is: 6. Product: [Cl:1][C:2]1[CH:7]=[C:6]([Cl:8])[CH:5]=[C:4]([CH3:9])[C:3]=1[N:10]1[C:11]2=[N:12][C:13]3[C:14](=[C:19]([C:23]([O:25][CH3:26])=[O:24])[CH:20]=[CH:21][CH:22]=3)[N:15]2[CH2:16][CH2:17]1. (8) Reactant: [N-:1]=[C:2]=[O:3].[Na+].[NH2:5][C:6]1[CH:10]=[C:9]([C:11]2[CH:16]=[CH:15][C:14]([F:17])=[CH:13][CH:12]=2)[S:8][C:7]=1[C:18]([NH2:20])=[O:19]. Product: [NH2:1][C:2]([NH:5][C:6]1[CH:10]=[C:9]([C:11]2[CH:12]=[CH:13][C:14]([F:17])=[CH:15][CH:16]=2)[S:8][C:7]=1[C:18]([NH2:20])=[O:19])=[O:3]. The catalyst class is: 86. (9) Reactant: [C:1]([O:5][C:6](=[O:27])[NH:7][C:8]1[CH:13]=[CH:12][C:11]([CH2:14][CH2:15][C:16]2[N:17]=[C:18]([NH:23][C:24](=[O:26])[CH3:25])[S:19][C:20]=2[CH:21]=O)=[CH:10][CH:9]=1)([CH3:4])([CH3:3])[CH3:2].Cl.[CH3:29][N:30]([CH3:38])[C:31]([C@@H:33]1[CH2:37][CH2:36][CH2:35][NH:34]1)=[O:32].C(N(C(C)C)CC)(C)C.C(O[BH-](OC(=O)C)OC(=O)C)(=O)C.[Na+].[NH4+].[Cl-]. Product: [C:1]([O:5][C:6](=[O:27])[NH:7][C:8]1[CH:9]=[CH:10][C:11]([CH2:14][CH2:15][C:16]2[N:17]=[C:18]([NH:23][C:24](=[O:26])[CH3:25])[S:19][C:20]=2[CH2:21][N:34]2[CH2:35][CH2:36][CH2:37][C@H:33]2[C:31]([N:30]([CH3:38])[CH3:29])=[O:32])=[CH:12][CH:13]=1)([CH3:3])([CH3:4])[CH3:2]. The catalyst class is: 4.